From a dataset of Reaction yield outcomes from USPTO patents with 853,638 reactions. Predict the reaction yield, written as a fraction of the theoretical maximum amount of product (1.0 means a 100% yield; for example, 0.34 means a 34% yield). (1) The catalyst is CN(C)C=O.C(OCC)(=O)C. The yield is 0.675. The reactants are [NH2:1][C:2]1[CH:29]=[CH:28][C:5]([O:6][C:7]2[C:16]3[C:11](=[CH:12][C:13]([O:19][CH2:20][CH:21]4[CH2:26][CH2:25][CH2:24][N:23]([CH3:27])[CH2:22]4)=[C:14]([C:17]#[N:18])[CH:15]=3)[N:10]=[CH:9][CH:8]=2)=[CH:4][C:3]=1[Cl:30].[N:31]1[CH:36]=C[CH:34]=[CH:33][CH:32]=1.ClC(OC1C=CC=CC=1)=[O:39].C1(N)CC1.C(=O)(O)[O-].[Na+]. The product is [Cl:30][C:3]1[CH:4]=[C:5]([O:6][C:7]2[C:16]3[C:11](=[CH:12][C:13]([O:19][CH2:20][CH:21]4[CH2:26][CH2:25][CH2:24][N:23]([CH3:27])[CH2:22]4)=[C:14]([C:17]#[N:18])[CH:15]=3)[N:10]=[CH:9][CH:8]=2)[CH:28]=[CH:29][C:2]=1[NH:1][C:36]([NH:31][CH:32]1[CH2:34][CH2:33]1)=[O:39]. (2) The yield is 0.460. The reactants are [ClH:1].O1CCOCC1.OC(C(F)(F)F)=O.OC(C(F)(F)F)=O.[N:22]1[CH:27]=[CH:26][CH:25]=[C:24]([O:28][CH2:29][CH:30]2[N:35]([C:36]3[S:37][CH:38]=[CH:39][N:40]=3)[CH2:34][CH2:33][N:32](C(OC(C)(C)C)=O)[CH2:31]2)[CH:23]=1. The catalyst is CO. The product is [ClH:1].[ClH:1].[ClH:1].[N:22]1[CH:27]=[CH:26][CH:25]=[C:24]([O:28][CH2:29][CH:30]2[CH2:31][NH:32][CH2:33][CH2:34][N:35]2[C:36]2[S:37][CH:38]=[CH:39][N:40]=2)[CH:23]=1. (3) The reactants are [CH3:1][N:2]([CH3:27])[CH2:3][CH2:4][O:5][C:6]1[CH:11]=[CH:10][C:9]([CH2:12][CH2:13][CH2:14][NH:15][C:16]2[CH:21]=[C:20]([CH3:22])[C:19]([CH3:23])=[CH:18][C:17]=2[N+:24]([O-])=O)=[CH:8][CH:7]=1.C(O)C.[H][H]. The catalyst is [Ni]. The product is [CH3:27][N:2]([CH3:1])[CH2:3][CH2:4][O:5][C:6]1[CH:7]=[CH:8][C:9]([CH2:12][CH2:13][CH2:14][NH:15][C:16]2[C:17]([NH2:24])=[CH:18][C:19]([CH3:23])=[C:20]([CH3:22])[CH:21]=2)=[CH:10][CH:11]=1. The yield is 0.720.